This data is from Reaction yield outcomes from USPTO patents with 853,638 reactions. The task is: Predict the reaction yield, written as a fraction of the theoretical maximum amount of product (1.0 means a 100% yield; for example, 0.34 means a 34% yield). (1) The reactants are C[O:2][C:3]([C:5]1[N:6]=[C:7]2[CH:23]=[CH:22][C:21]([CH2:24][N:25]3[CH2:30][CH2:29][O:28][CH2:27][CH2:26]3)=[CH:20][N:8]2[C:9](=[O:19])[C:10]=1[O:11][CH2:12][C:13]1[CH:18]=[CH:17][CH:16]=[CH:15][CH:14]=1)=O.O.[NH2:32][NH2:33]. The catalyst is CO. The product is [CH2:12]([O:11][C:10]1[C:9](=[O:19])[N:8]2[CH:20]=[C:21]([CH2:24][N:25]3[CH2:26][CH2:27][O:28][CH2:29][CH2:30]3)[CH:22]=[CH:23][C:7]2=[N:6][C:5]=1[C:3]([NH:32][NH2:33])=[O:2])[C:13]1[CH:18]=[CH:17][CH:16]=[CH:15][CH:14]=1. The yield is 0.807. (2) The reactants are Br[C:2]1[CH:7]=[C:6]([C:8]([CH3:14])([CH3:13])[C:9]([F:12])([F:11])[F:10])[N:5]=[CH:4][C:3]=1[NH:15][C:16](=[O:44])[CH2:17][C:18]1[CH:23]=[CH:22][C:21]([C:24]2[CH:25]=[N:26][C:27]([O:33]CC3C=CC(OC)=CC=3)=[CH:28][C:29]=2[O:30][CH2:31][CH3:32])=[CH:20][C:19]=1[F:43].C(Cl)[Cl:46]. The catalyst is [Pd]. The product is [ClH:46].[CH2:31]([O:30][C:29]1[C:24]([C:21]2[CH:22]=[CH:23][C:18]([CH2:17][C:16]([NH:15][C:3]3[CH:4]=[N:5][C:6]([C:8]([CH3:14])([CH3:13])[C:9]([F:11])([F:12])[F:10])=[CH:7][CH:2]=3)=[O:44])=[C:19]([F:43])[CH:20]=2)=[CH:25][NH:26][C:27](=[O:33])[CH:28]=1)[CH3:32]. The yield is 0.346. (3) The reactants are Cl[C:2]1[CH:3]=[CH:4][C:5]2[C:15]3[C:10](=[CH:11][N:12]=[CH:13][CH:14]=3)[CH2:9][O:8][C:6]=2[CH:7]=1.[OH:16][CH2:17][C@@H:18]([NH:23][C:24](=[O:30])[O:25][C:26]([CH3:29])([CH3:28])[CH3:27])[CH2:19][CH:20]([CH3:22])[CH3:21].C(=O)([O-])[O-].[Cs+].[Cs+]. The catalyst is C([O-])(=O)C.[Pd+2].C([O-])(=O)C.C1(C)C=CC=CC=1. The product is [CH:14]1[CH:13]=[N:12][CH:11]=[C:10]2[CH2:9][O:8][C:6]3[CH:7]=[C:2]([O:16][CH2:17][CH:18]([NH:23][C:24](=[O:30])[O:25][C:26]([CH3:27])([CH3:29])[CH3:28])[CH2:19][CH:20]([CH3:22])[CH3:21])[CH:3]=[CH:4][C:5]=3[C:15]=12. The yield is 0.450. (4) The yield is 0.830. The catalyst is C1COCC1.CO. The reactants are [C:1]([C:4]1[CH:5]=[C:6]([C:22]2[CH:27]=[CH:26][CH:25]=[C:24]([O:28][CH3:29])[CH:23]=2)[CH:7]=[C:8]2[C:16]=1[NH:15][C:14]1[CH:13]=[C:12]([C:17]([O:19]CC)=[O:18])[CH:11]=[CH:10][C:9]2=1)(=[O:3])[NH2:2].[OH-].[Na+]. The product is [C:1]([C:4]1[CH:5]=[C:6]([C:22]2[CH:27]=[CH:26][CH:25]=[C:24]([O:28][CH3:29])[CH:23]=2)[CH:7]=[C:8]2[C:16]=1[NH:15][C:14]1[CH:13]=[C:12]([C:17]([OH:19])=[O:18])[CH:11]=[CH:10][C:9]2=1)(=[O:3])[NH2:2]. (5) The reactants are C([O:3][C:4](=[O:33])[CH2:5][NH:6][C:7]([C:9]1[C:14](=[O:15])[N:13]([CH2:16][C:17]2[CH:22]=[CH:21][CH:20]=[CH:19][C:18]=2[C:23]([F:26])([F:25])[F:24])[C:12]([OH:27])=[C:11]([C:28](OC)=[O:29])[C:10]=1[OH:32])=[O:8])C.[CH2:34]([NH2:40])[CH2:35][CH2:36][CH2:37][CH2:38][CH3:39]. The catalyst is C(Cl)(Cl)Cl. The product is [CH2:34]([NH:40][C:28]([C:11]1[C:10]([OH:32])=[C:9]([C:7]([NH:6][CH2:5][C:4]([OH:33])=[O:3])=[O:8])[C:14](=[O:15])[N:13]([CH2:16][C:17]2[CH:22]=[CH:21][CH:20]=[CH:19][C:18]=2[C:23]([F:24])([F:26])[F:25])[C:12]=1[OH:27])=[O:29])[CH2:35][CH2:36][CH2:37][CH2:38][CH3:39]. The yield is 0.690. (6) The reactants are C(N(CC)CC)C.[CH2:8]([O:10][C:11]([C:13]1[C:18](O)=[CH:17][C:16](=[O:20])[N:15]([CH3:21])[CH:14]=1)=[O:12])[CH3:9].O=P(Cl)(Cl)[Cl:24]. No catalyst specified. The product is [CH2:8]([O:10][C:11]([C:13]1[C:18]([Cl:24])=[CH:17][C:16](=[O:20])[N:15]([CH3:21])[CH:14]=1)=[O:12])[CH3:9]. The yield is 0.670.